From a dataset of TCR-epitope binding with 47,182 pairs between 192 epitopes and 23,139 TCRs. Binary Classification. Given a T-cell receptor sequence (or CDR3 region) and an epitope sequence, predict whether binding occurs between them. (1) The epitope is EEHVQIHTI. The TCR CDR3 sequence is CSASGLAGGHISYNEQFF. Result: 1 (the TCR binds to the epitope). (2) The epitope is YFPLQSYGF. The TCR CDR3 sequence is CATSDLILPGNYNEQFF. Result: 1 (the TCR binds to the epitope). (3) The epitope is RPHERNGFTVL. The TCR CDR3 sequence is CASSSHERQGQNSPLHF. Result: 0 (the TCR does not bind to the epitope). (4) The epitope is WICLLQFAY. The TCR CDR3 sequence is CSVVYRTANEQFF. Result: 1 (the TCR binds to the epitope).